Dataset: Full USPTO retrosynthesis dataset with 1.9M reactions from patents (1976-2016). Task: Predict the reactants needed to synthesize the given product. (1) Given the product [CH2:33]([CH:34]([NH:37][CH2:27][C:23]1[CH:22]=[C:21]([C:18]2[CH:19]=[C:20]3[C:15](=[C:16]([C:29]([NH2:31])=[O:30])[CH:17]=2)[NH:14][CH:13]=[C:12]3[CH:9]2[CH2:8][CH2:7][N:6]([S:3]([CH2:1][CH3:2])(=[O:4])=[O:5])[CH2:11][CH2:10]2)[CH:26]=[CH:25][CH:24]=1)[CH2:35][CH3:36])[CH3:32], predict the reactants needed to synthesize it. The reactants are: [CH2:1]([S:3]([N:6]1[CH2:11][CH2:10][CH:9]([C:12]2[C:20]3[C:15](=[C:16]([C:29]([NH2:31])=[O:30])[CH:17]=[C:18]([C:21]4[CH:26]=[CH:25][CH:24]=[C:23]([CH:27]=O)[CH:22]=4)[CH:19]=3)[NH:14][CH:13]=2)[CH2:8][CH2:7]1)(=[O:5])=[O:4])[CH3:2].[CH3:32][CH2:33][CH:34]([NH2:37])[CH2:35][CH3:36].[BH4-].[Na+]. (2) The reactants are: [NH2:1][C:2]1[N:7]=[CH:6][C:5]([Br:8])=[CH:4][N:3]=1.Br[CH2:10][C:11]([C:13]1[CH:18]=[CH:17][C:16]([C:19]2[O:23][CH:22]=[N:21][CH:20]=2)=[CH:15][CH:14]=1)=O. Given the product [Br:8][C:5]1[CH:4]=[N:3][C:2]2[N:7]([CH:10]=[C:11]([C:13]3[CH:18]=[CH:17][C:16]([C:19]4[O:23][CH:22]=[N:21][CH:20]=4)=[CH:15][CH:14]=3)[N:1]=2)[CH:6]=1, predict the reactants needed to synthesize it. (3) The reactants are: N([O-])=O.[Na+].C[Si](C)(C)[Si](C)(C)C.[I:13]I.C(Cl)(Cl)(Cl)Cl.[C:20]([O:23][CH2:24][C@H:25]([N:27]1[CH:36]=[CH:35][C:34]2[C:29](=[CH:30][CH:31]=[C:32]([Cl:38])[C:33]=2N)[C:28]1=[O:39])[CH3:26])(=[O:22])[CH3:21].C(Cl)Cl. Given the product [C:20]([O:23][CH2:24][C@H:25]([N:27]1[CH:36]=[CH:35][C:34]2[C:29](=[CH:30][CH:31]=[C:32]([Cl:38])[C:33]=2[I:13])[C:28]1=[O:39])[CH3:26])(=[O:22])[CH3:21], predict the reactants needed to synthesize it. (4) Given the product [Cl:12][C:13]1[CH:21]=[CH:20][C:16]([C:17]([NH:6][C:5]2[CH:7]=[C:8]([O:10][CH3:11])[CH:9]=[C:3]([O:2][CH3:1])[CH:4]=2)=[O:18])=[CH:15][N:14]=1, predict the reactants needed to synthesize it. The reactants are: [CH3:1][O:2][C:3]1[CH:4]=[C:5]([CH:7]=[C:8]([O:10][CH3:11])[CH:9]=1)[NH2:6].[Cl:12][C:13]1[CH:21]=[CH:20][C:16]([C:17](Cl)=[O:18])=[CH:15][N:14]=1.ClC1C=CC(C(NC2C=CC(I)=C(C)C=2)=O)=CN=1. (5) Given the product [CH2:1]([O:3][C:4](=[O:21])[CH2:5][C:6]1[CH:11]=[CH:10][C:9]([NH:12][C:13]([C:15]2[CH:19]=[C:18]([C:22]3[CH:27]=[CH:26][CH:25]=[CH:24][CH:23]=3)[O:17][CH:16]=2)=[O:14])=[CH:8][CH:7]=1)[CH3:2], predict the reactants needed to synthesize it. The reactants are: [CH2:1]([O:3][C:4](=[O:21])[CH2:5][C:6]1[CH:11]=[CH:10][C:9]([NH:12][C:13]([C:15]2[CH:19]=[C:18](Br)[O:17][CH:16]=2)=[O:14])=[CH:8][CH:7]=1)[CH3:2].[C:22]1(B(O)O)[CH:27]=[CH:26][CH:25]=[CH:24][CH:23]=1.C(=O)([O-])[O-].[Cs+].[Cs+]. (6) Given the product [Br:18][C:7]1[CH:8]=[CH:9][C:4]2[NH:3][C:2](=[O:10])[O:1][C:5]=2[CH:6]=1, predict the reactants needed to synthesize it. The reactants are: [O:1]1[C:5]2[CH:6]=[CH:7][CH:8]=[CH:9][C:4]=2[NH:3][C:2]1=[O:10].C1C(=O)N([Br:18])C(=O)C1. (7) Given the product [NH2:2][CH2:1][C:3]1[CH:11]=[CH:10][C:6]([C:7]([OH:9])=[O:8])=[CH:5][C:4]=1[C:12]([OH:14])=[O:13], predict the reactants needed to synthesize it. The reactants are: [C:1]([C:3]1[CH:11]=[CH:10][C:6]([C:7]([OH:9])=[O:8])=[CH:5][C:4]=1[C:12]([OH:14])=[O:13])#[N:2].Cl.